Binary Classification. Given a drug SMILES string, predict its activity (active/inactive) in a high-throughput screening assay against a specified biological target. From a dataset of HIV replication inhibition screening data with 41,000+ compounds from the AIDS Antiviral Screen. (1) The molecule is NS(=O)(=O)c1cc[n+]([O-])c2ccccc12. The result is 0 (inactive). (2) The compound is N=C(N)NCCN1CCCCCCC1.O=S(=O)(O)O. The result is 0 (inactive). (3) The compound is Cc1ccc(N=C(SSC(Cl)(Cl)Cl)SSC(Cl)(Cl)Cl)cc1. The result is 0 (inactive). (4) The molecule is Cn1c(=O)c2c(c3c(c(=O)n(C)c(=O)n3C)n2Cc2ccccc2)n(C)c1=O. The result is 0 (inactive).